Dataset: Reaction yield outcomes from USPTO patents with 853,638 reactions. Task: Predict the reaction yield, written as a fraction of the theoretical maximum amount of product (1.0 means a 100% yield; for example, 0.34 means a 34% yield). (1) The reactants are [CH3:1][O:2][C:3]1[CH:8]=[CH:7][N:6]=[C:5]([NH:9][C:10](=[O:16])[O:11][C:12]([CH3:15])([CH3:14])[CH3:13])[CH:4]=1.[CH2:17]([Li])CCC.CCCCCC.IC.[Cl-].[NH4+]. The catalyst is C1COCC1. The product is [CH3:1][O:2][C:3]1[CH:8]=[CH:7][N:6]=[C:5]([NH:9][C:10](=[O:16])[O:11][C:12]([CH3:13])([CH3:15])[CH3:14])[C:4]=1[CH3:17]. The yield is 0.500. (2) The reactants are [CH2:1]([O:8][CH2:9][CH:10]=[O:11])[C:2]1[CH:7]=[CH:6][CH:5]=[CH:4][CH:3]=1.Cl[C:13](Cl)(Cl)[C:14]([OH:16])=[O:15].[CH2:19]([C@@H]1N[C@H](C(C)(C)C)N(C)C1=O)[C:20]1[CH:25]=[CH:24][CH:23]=[CH:22][CH:21]=1. The catalyst is C(OCC)C. The product is [CH2:1]([O:8][C@@H:13]1[C@@H:10]([OH:11])[C@H:9]([O:8][CH2:1][C:2]2[CH:7]=[CH:6][CH:5]=[CH:4][CH:3]=2)[C@@H:9]([CH2:10][O:11][CH2:19][C:20]2[CH:21]=[CH:22][CH:23]=[CH:24][CH:25]=2)[O:16][CH:14]1[OH:15])[C:2]1[CH:7]=[CH:6][CH:5]=[CH:4][CH:3]=1. The yield is 0.850. (3) The product is [CH2:30]([N:27]([CH2:28][CH3:29])[C:14]([C:13]1[C:7]2[O:6][C:5]3[C:4]([C:17]([N:34]([CH2:35][CH3:36])[CH2:32][CH3:33])=[O:19])=[CH:3][CH:2]=[CH:1][C:9]=3[C:8]=2[CH:10]=[CH:11][CH:12]=1)=[O:16])[CH3:31]. The reactants are [CH:1]1[C:9]2[C:8]3[CH:10]=[CH:11][CH:12]=[C:13]([C:14]([OH:16])=O)[C:7]=3[O:6][C:5]=2[C:4]([C:17]([OH:19])=O)=[CH:3][CH:2]=1.CN(C)C=O.C([N:27]([CH2:30][CH3:31])[CH2:28][CH3:29])C.[CH2:32]([NH:34][CH2:35][CH3:36])[CH3:33]. The yield is 0.860. The catalyst is FC(F)(F)C(O)=O.S(Cl)(Cl)=O. (4) The reactants are C([O:3][C:4](=O)/[CH:5]=[CH:6]/[C:7]1[C:8]([NH:23][C:24]2[C:29]([F:30])=[CH:28][CH:27]=[CH:26][C:25]=2[F:31])=[N:9][C:10]([S:21][CH3:22])=[N:11][C:12]=1[C:13]1[CH:18]=[CH:17][C:16]([F:19])=[CH:15][C:14]=1[CH3:20])C. The catalyst is C1(C)C=CC=CC=1. The product is [F:30][C:29]1[CH:28]=[CH:27][CH:26]=[C:25]([F:31])[C:24]=1[N:23]1[C:8]2[N:9]=[C:10]([S:21][CH3:22])[N:11]=[C:12]([C:13]3[CH:18]=[CH:17][C:16]([F:19])=[CH:15][C:14]=3[CH3:20])[C:7]=2[CH:6]=[CH:5][C:4]1=[O:3]. The yield is 0.960. (5) The reactants are [C:1]([O:5][C:6]([N:8]1[CH2:23][C@@H:22]([CH3:24])[N:11]2[C:12]3[CH:13]=[C:14]([C:19]([OH:21])=O)[CH:15]=[CH:16][C:17]=3[CH2:18][C@@H:10]2[CH2:9]1)=[O:7])([CH3:4])([CH3:3])[CH3:2].[CH2:25]([NH2:29])[CH2:26][CH2:27][CH3:28].C(N1CCOCC1)C.F[P-](F)(F)(F)(F)F.N1(O[P+](N(C)C)(N(C)C)N(C)C)C2C=CC=CC=2N=N1.Cl. The catalyst is ClCCl. The product is [C:1]([O:5][C:6]([N:8]1[CH2:23][C@@H:22]([CH3:24])[N:11]2[C:12]3[CH:13]=[C:14]([C:19](=[O:21])[NH:29][CH2:25][CH2:26][CH2:27][CH3:28])[CH:15]=[CH:16][C:17]=3[CH2:18][C@@H:10]2[CH2:9]1)=[O:7])([CH3:2])([CH3:4])[CH3:3]. The yield is 0.980. (6) The catalyst is O. The reactants are [CH3:1][Mg]Br.[CH:4]([C:6]1[C:14]2[S:13][CH2:12][CH:11]([C:15]3[CH:20]=[CH:19][C:18]([CH:21]([CH3:23])[CH3:22])=[CH:17][CH:16]=3)[C:10]=2[C:9]([CH3:24])=[C:8]([NH:25][C:26](=[O:32])[CH2:27][C:28]([CH3:31])([CH3:30])[CH3:29])[C:7]=1[CH3:33])=O. The product is [CH2:4]([C:6]1[C:14]2[S:13][CH2:12][CH:11]([C:15]3[CH:16]=[CH:17][C:18]([CH:21]([CH3:22])[CH3:23])=[CH:19][CH:20]=3)[C:10]=2[C:9]([CH3:24])=[C:8]([NH:25][C:26](=[O:32])[CH2:27][C:28]([CH3:30])([CH3:29])[CH3:31])[C:7]=1[CH3:33])[CH3:1]. The yield is 0.570. (7) The reactants are [Cl:1][C:2]1[CH:7]=[CH:6][C:5](Cl)=[CH:4][C:3]=1[S:9]([NH:12][CH2:13][C:14]1[CH:15]=[C:16]([C:20]2[CH:21]=[C:22]3[C:26](=[C:27]([C:29]([NH2:31])=[O:30])[CH:28]=2)[NH:25][CH:24]=[C:23]3[CH:32]2[CH2:37][CH2:36][N:35]([S:38]([CH2:41][CH3:42])(=[O:40])=[O:39])[CH2:34][CH2:33]2)[CH:17]=[CH:18][CH:19]=1)(=[O:11])=[O:10].Cl[C:44]1C=CC(Cl)=CC=1S(Cl)(=O)=O. No catalyst specified. The product is [Cl:1][C:2]1[CH:7]=[CH:6][CH:5]=[C:4]([CH3:44])[C:3]=1[S:9]([NH:12][CH2:13][C:14]1[CH:15]=[C:16]([C:20]2[CH:21]=[C:22]3[C:26](=[C:27]([C:29]([NH2:31])=[O:30])[CH:28]=2)[NH:25][CH:24]=[C:23]3[CH:32]2[CH2:37][CH2:36][N:35]([S:38]([CH2:41][CH3:42])(=[O:39])=[O:40])[CH2:34][CH2:33]2)[CH:17]=[CH:18][CH:19]=1)(=[O:11])=[O:10]. The yield is 0.300. (8) The reactants are [C:1]([O:5][C:6](=[O:29])[C:7]([O:10]/[N:11]=[C:12](/[C:16]1[N:17]=[C:18]([NH:21][C:22]([O:24][C:25]([CH3:28])([CH3:27])[CH3:26])=[O:23])[S:19][CH:20]=1)\[C:13]([OH:15])=O)([CH3:9])[CH3:8])([CH3:4])([CH3:3])[CH3:2].[NH2:30][C@H:31]1[C@@H:34]([CH2:35][N:36]2[C:40]([CH3:41])=[N:39][CH:38]=[N:37]2)[NH:33][C:32]1=[O:42].CCN=C=NCCCN(C)C.N1C=CC=CC=1. The catalyst is CN(C=O)C. The product is [C:25]([O:24][C:22]([NH:21][C:18]1[S:19][CH:20]=[C:16](/[C:12](=[N:11]/[O:10][C:7]([CH3:8])([CH3:9])[C:6]([O:5][C:1]([CH3:4])([CH3:2])[CH3:3])=[O:29])/[C:13]([NH:30][C@@H:31]2[C:32](=[O:42])[NH:33][C@@H:34]2[CH2:35][N:36]2[C:40]([CH3:41])=[N:39][CH:38]=[N:37]2)=[O:15])[N:17]=1)=[O:23])([CH3:26])([CH3:28])[CH3:27]. The yield is 0.450. (9) The reactants are [NH2:1][C:2]1[N:7]2[N:8]=[C:9]([C:11]3[O:12][CH:13]=[CH:14][CH:15]=3)[N:10]=[C:6]2[CH:5]=[C:4]([CH:16]=[O:17])[N:3]=1.S(=O)(=O)([OH:20])N.Cl[O-].[Na+]. The catalyst is C(O)(=O)C.O. The product is [NH2:1][C:2]1[N:7]2[N:8]=[C:9]([C:11]3[O:12][CH:13]=[CH:14][CH:15]=3)[N:10]=[C:6]2[CH:5]=[C:4]([C:16]([OH:20])=[O:17])[N:3]=1. The yield is 0.890.